This data is from Reaction yield outcomes from USPTO patents with 853,638 reactions. The task is: Predict the reaction yield, written as a fraction of the theoretical maximum amount of product (1.0 means a 100% yield; for example, 0.34 means a 34% yield). (1) The reactants are [C:1]([O:5][C:6]#[C:7][CH2:8][CH3:9])#[C:2][CH2:3][CH3:4].[Cl:10][S:11]([OH:14])(=O)=[O:12].[C:15](Cl)(=O)[C:16](Cl)=O.CN(C=O)C. The catalyst is ClCCl.CCCCCC. The product is [CH2:1]([O:5][C:6]1[CH:16]=[CH:15][C:9]([S:11]([Cl:10])(=[O:14])=[O:12])=[CH:8][CH:7]=1)[C:2]#[C:3][CH3:4]. The yield is 0.530. (2) The reactants are [OH:1][NH:2][C:3](=[O:9])[O:4][C:5]([CH3:8])([CH3:7])[CH3:6].[CH:10]1[CH2:14][CH:13]=[CH:12][CH:11]=1.I([O-])(=O)(=O)=O.[Na+]. The catalyst is CO.O. The product is [CH:12]12[CH2:13][CH:14]([CH:10]=[CH:11]1)[N:2]([C:3]([O:4][C:5]([CH3:8])([CH3:7])[CH3:6])=[O:9])[O:1]2. The yield is 0.670. (3) The reactants are [N:1]1[CH:6]=[CH:5][CH:4]=[C:3]([C:7]2[C:8]3[CH:15]=[CH:14][C:13]([OH:16])=[CH:12][C:9]=3[S:10][CH:11]=2)[CH:2]=1.[CH:17](Br)([CH3:19])[CH3:18].C(=O)([O-])[O-].[K+].[K+]. The catalyst is CN(C=O)C.C(OCC)C. The product is [CH:17]([O:16][C:13]1[CH:14]=[CH:15][C:8]2[C:7]([C:3]3[CH:2]=[N:1][CH:6]=[CH:5][CH:4]=3)=[CH:11][S:10][C:9]=2[CH:12]=1)([CH3:19])[CH3:18]. The yield is 0.760. (4) The reactants are [NH2:1][C:2]1[N:7]=[C:6]([NH:8][CH2:9][C:10]([NH:12][C:13]2[CH:18]=[CH:17][CH:16]=[C:15]([C:19]([F:22])([F:21])[F:20])[CH:14]=2)=[O:11])[C:5]([CH:23]=O)=[C:4]([S:25][CH3:26])[N:3]=1.O.[NH2:28][NH2:29]. The catalyst is C(O)(C)C. The product is [NH2:1][C:2]1[N:7]=[C:6]([NH:8][CH2:9][C:10]([NH:12][C:13]2[CH:18]=[CH:17][CH:16]=[C:15]([C:19]([F:22])([F:21])[F:20])[CH:14]=2)=[O:11])[C:5]([CH:23]=[N:28][NH2:29])=[C:4]([S:25][CH3:26])[N:3]=1. The yield is 0.450.